This data is from Full USPTO retrosynthesis dataset with 1.9M reactions from patents (1976-2016). The task is: Predict the reactants needed to synthesize the given product. Given the product [CH2:21]([O:15][C:14](=[O:16])[CH2:13][C:10]1[CH:11]=[CH:12][C:7]([Cl:6])=[C:8]([O:17][CH:18]([F:19])[F:20])[CH:9]=1)[CH3:22], predict the reactants needed to synthesize it. The reactants are: S(=O)(=O)(O)O.[Cl:6][C:7]1[CH:12]=[CH:11][C:10]([CH2:13][C:14]([O-:16])=[O:15])=[CH:9][C:8]=1[O:17][CH:18]([F:20])[F:19].[CH2:21](O)[CH3:22].